Dataset: Reaction yield outcomes from USPTO patents with 853,638 reactions. Task: Predict the reaction yield, written as a fraction of the theoretical maximum amount of product (1.0 means a 100% yield; for example, 0.34 means a 34% yield). (1) The reactants are ClC1C=CC2SC=C(CN3CCN(C4SC(C(O)=O)=C(C)N=4)C3=O)C=2C=1.[CH3:27][C:28]1[N:29]=[C:30]([N:36]2[CH2:40][CH2:39][N:38]([CH2:41][C:42]3[N:43]=[CH:44][O:45][C:46]=3[C:47]3[CH:52]=[CH:51][CH:50]=[CH:49][CH:48]=3)[C:37]2=[O:53])[S:31][C:32]=1[C:33](O)=[O:34].[NH2:54][CH2:55][C:56]1[CH:57]=[N:58][CH:59]=[CH:60][CH:61]=1. No catalyst specified. The product is [CH3:27][C:28]1[N:29]=[C:30]([N:36]2[CH2:40][CH2:39][N:38]([CH2:41][C:42]3[N:43]=[CH:44][O:45][C:46]=3[C:47]3[CH:52]=[CH:51][CH:50]=[CH:49][CH:48]=3)[C:37]2=[O:53])[S:31][C:32]=1[C:33]([NH:54][CH2:55][C:56]1[CH:57]=[N:58][CH:59]=[CH:60][CH:61]=1)=[O:34]. The yield is 0.130. (2) The reactants are [NH2:1][CH2:2][CH2:3][CH2:4][Si:5]([CH:12]([CH3:14])[CH3:13])([CH:9]([CH3:11])[CH3:10])[O:6][CH2:7][CH3:8].C(N(CC)CC)C.[C:22]1([C:31]2[CH:36]=[CH:35][CH:34]=[CH:33][CH:32]=2)[CH:27]=[CH:26][C:25]([C:28](Cl)=[O:29])=[CH:24][CH:23]=1.O. The catalyst is O1CCOCC1. The product is [CH2:7]([O:6][Si:5]([CH:12]([CH3:13])[CH3:14])([CH:9]([CH3:11])[CH3:10])[CH2:4][CH2:3][CH2:2][NH:1][C:28]([C:25]1[CH:26]=[CH:27][C:22]([C:31]2[CH:32]=[CH:33][CH:34]=[CH:35][CH:36]=2)=[CH:23][CH:24]=1)=[O:29])[CH3:8]. The yield is 0.550. (3) The reactants are C[O:2][C:3]1[N:4]=[N:5][C:6]([S:9]([N:12]2[C:21]3[CH:16]([CH2:17][CH:18]=[CH:19][CH:20]=3)[CH2:15][CH2:14][CH2:13]2)(=[O:11])=[O:10])=[CH:7][CH:8]=1.Cl. The catalyst is O1CCOCC1. The product is [N:12]1([S:9]([C:6]2[CH:7]=[CH:8][C:3](=[O:2])[NH:4][N:5]=2)(=[O:11])=[O:10])[C:21]2[CH:16]([CH2:17][CH:18]=[CH:19][CH:20]=2)[CH2:15][CH2:14][CH2:13]1. The yield is 0.330.